From a dataset of Retrosynthesis with 50K atom-mapped reactions and 10 reaction types from USPTO. Predict the reactants needed to synthesize the given product. (1) The reactants are: COC(=O)[C@H](Cc1ccccc1)Nc1ncnc(-c2ccc(OCc3ccccc3)cc2)c1C=O. Given the product O=Cc1c(N[C@@H](Cc2ccccc2)C(=O)O)ncnc1-c1ccc(OCc2ccccc2)cc1, predict the reactants needed to synthesize it. (2) Given the product Nc1cc(C(=O)Nc2ccc3c(S(=O)(=O)O)cc(S(=O)(=O)O)cc3c2)cc(C(=O)Nc2ccc3c(S(=O)(=O)O)cc(S(=O)(=O)O)cc3c2)c1, predict the reactants needed to synthesize it. The reactants are: O=C(Nc1ccc2c(S(=O)(=O)O)cc(S(=O)(=O)O)cc2c1)c1cc(C(=O)Nc2ccc3c(S(=O)(=O)O)cc(S(=O)(=O)O)cc3c2)cc([N+](=O)[O-])c1. (3) Given the product COc1cc([C@H]2CC[C@@H](N3CCN(CCS(C)(=O)=O)CC3)CC2)ccc1Nc1nccc(-c2c(-c3cccc(C(=O)Nc4c(F)cccc4F)c3)nc3ccccn23)n1, predict the reactants needed to synthesize it. The reactants are: COc1cc([C@H]2CC[C@@H](N3CCN(CCS(C)(=O)=O)CC3)CC2)ccc1N.O=C(Nc1c(F)cccc1F)c1cccc(-c2nc3ccccn3c2-c2ccnc(Cl)n2)c1.